Dataset: Reaction yield outcomes from USPTO patents with 853,638 reactions. Task: Predict the reaction yield, written as a fraction of the theoretical maximum amount of product (1.0 means a 100% yield; for example, 0.34 means a 34% yield). (1) No catalyst specified. The product is [F:12][C:13]1[CH:18]=[CH:17][CH:16]=[C:15]([F:19])[C:14]=1[N:20]1[C:25]2[N:26]=[C:27]([NH:38][CH2:39][C:40](=[O:41])[N:4]3[CH2:5][CH2:6][NH:1][C:2](=[O:7])[CH2:3]3)[N:28]=[C:29]([C:30]3[CH:35]=[CH:34][C:33]([F:36])=[CH:32][C:31]=3[CH3:37])[C:24]=2[CH:23]=[CH:22][C:21]1=[O:44]. The yield is 0.290. The reactants are [NH:1]1[CH2:6][CH2:5][NH:4][CH2:3][C:2]1=[O:7].C[Al](C)C.[F:12][C:13]1[CH:18]=[CH:17][CH:16]=[C:15]([F:19])[C:14]=1[N:20]1[C:25]2[N:26]=[C:27]([NH:38][CH2:39][C:40](OC)=[O:41])[N:28]=[C:29]([C:30]3[CH:35]=[CH:34][C:33]([F:36])=[CH:32][C:31]=3[CH3:37])[C:24]=2[CH:23]=[CH:22][C:21]1=[O:44]. (2) The reactants are C([SiH2][O:6][C:7](C)(C)[C:8]1[N:12]([CH2:13][N:14]2[CH2:18][CH:17]([CH2:19][CH2:20][CH3:21])[CH2:16][C:15]2=[O:22])[CH:11]=[N:10][CH:9]=1)(C)(C)C. The catalyst is CC(O)=O.C1COCC1.O. The product is [OH:6][CH2:7][C:8]1[N:12]([CH2:13][N:14]2[CH2:18][CH:17]([CH2:19][CH2:20][CH3:21])[CH2:16][C:15]2=[O:22])[CH:11]=[N:10][CH:9]=1. The yield is 0.350. (3) The reactants are [C:1]([OH:4])(=[O:3])[CH3:2].[C:1]([OH:4])(=[O:3])[CH3:2].IC1C=CC=CC=1.[NH2:16][C:17]1[N:22]=[C:21]([NH2:23])[C:20]([C:24]#[N:25])=[C:19]([NH:26][C@H:27]([C:29]2[N:34]=[C:33]3[CH:35]=[CH:36][N:37]([CH3:38])[C:32]3=[CH:31][C:30]=2[N:39]2[CH2:44][CH2:43][O:42][CH2:41][CH2:40]2)[CH3:28])[N:18]=1.[OH-].[Na+]. The catalyst is C(#N)C. The product is [C:1]([O:4][C:35]1[C:33]2=[N:34][C:29]([C@@H:27]([NH:26][C:19]3[C:20]([C:24]#[N:25])=[C:21]([NH2:23])[N:22]=[C:17]([NH2:16])[N:18]=3)[CH3:28])=[C:30]([N:39]3[CH2:44][CH2:43][O:42][CH2:41][CH2:40]3)[CH:31]=[C:32]2[N:37]([CH3:38])[CH:36]=1)(=[O:3])[CH3:2]. The yield is 0.110. (4) The reactants are Br[C:2]1[N:7]=[C:6]([C@@:8]23[O:23][CH2:22][O:21][C@@H:9]2[CH2:10][N:11]([C:14]([O:16][C:17]([CH3:20])([CH3:19])[CH3:18])=[O:15])[CH2:12][CH2:13]3)[CH:5]=[CH:4][CH:3]=1. The catalyst is C(O)C.[Pd]. The product is [N:7]1[CH:2]=[CH:3][CH:4]=[CH:5][C:6]=1[C@@:8]12[O:23][CH2:22][O:21][C@@H:9]1[CH2:10][N:11]([C:14]([O:16][C:17]([CH3:18])([CH3:19])[CH3:20])=[O:15])[CH2:12][CH2:13]2. The yield is 0.990.